Task: Predict the reactants needed to synthesize the given product.. Dataset: Full USPTO retrosynthesis dataset with 1.9M reactions from patents (1976-2016) (1) Given the product [Cl:17][C:13]1[CH:12]=[CH:11][C:10]([OH:15])=[C:9]([O:8][CH:7]([F:16])[F:6])[CH:14]=1, predict the reactants needed to synthesize it. The reactants are: S(Cl)(Cl)(=O)=O.[F:6][CH:7]([F:16])[O:8][C:9]1[CH:14]=[CH:13][CH:12]=[CH:11][C:10]=1[OH:15].[Cl-:17].[Al+3].[Cl-].[Cl-]. (2) Given the product [C:1]([C:5]1[CH:45]=[CH:44][C:8]([C:9]([N:11]2[C@@H:15]([C:16]3[N:17]=[C:18]([C:21]4[CH:26]=[CH:25][CH:24]=[CH:23][CH:22]=4)[S:19][CH:20]=3)[C@@H:14]([C:27]3[CH:32]=[N:31][CH:30]=[CH:29][N:28]=3)[CH2:13][C@@:12]2([CH2:40][CH:41]([CH3:42])[CH3:43])[C:33]([OH:35])=[O:34])=[O:10])=[CH:7][CH:6]=1)([CH3:3])([CH3:2])[CH3:4], predict the reactants needed to synthesize it. The reactants are: [C:1]([C:5]1[CH:45]=[CH:44][C:8]([C:9]([N:11]2[C@@H:15]([C:16]3[N:17]=[C:18]([C:21]4[CH:26]=[CH:25][CH:24]=[CH:23][CH:22]=4)[S:19][CH:20]=3)[C@@H:14]([C:27]3[CH:32]=[N:31][CH:30]=[CH:29][N:28]=3)[CH2:13][C@@:12]2([CH2:40][CH:41]([CH3:43])[CH3:42])[C:33]([O:35]C(C)(C)C)=[O:34])=[O:10])=[CH:7][CH:6]=1)([CH3:4])([CH3:3])[CH3:2].C(O)(C(F)(F)F)=O. (3) Given the product [Cl:14][C:12]1[CH:11]=[CH:10][C:9]2[O:15][C:3](=[O:17])[C:4]([CH3:5])([CH3:6])[S:7][C:8]=2[CH:13]=1, predict the reactants needed to synthesize it. The reactants are: CO[C:3](=[O:17])[C:4]([S:7][C:8]1[CH:13]=[C:12]([Cl:14])[CH:11]=[CH:10][C:9]=1[O:15]C)([CH3:6])[CH3:5].Br. (4) Given the product [NH2:1][C:2]1[N:3]=[CH:4][C:5]([C:18]2[CH:25]=[CH:24][C:21]([CH2:22][NH:26][CH:27]3[CH2:32][CH2:31][NH:30][C@@H:29]([C:40]([O:42][C:43]([CH3:44])([CH3:45])[CH3:46])=[O:41])[CH2:28]3)=[CH:20][CH:19]=2)=[N:6][C:7]=1[NH:8][CH2:9][C:10]1[C:11]([F:17])=[CH:12][CH:13]=[CH:14][C:15]=1[F:16], predict the reactants needed to synthesize it. The reactants are: [NH2:1][C:2]1[N:3]=[CH:4][C:5]([C:18]2[CH:25]=[CH:24][C:21]([CH:22]=O)=[CH:20][CH:19]=2)=[N:6][C:7]=1[NH:8][CH2:9][C:10]1[C:15]([F:16])=[CH:14][CH:13]=[CH:12][C:11]=1[F:17].[NH2:26][CH:27]1[CH2:32][CH2:31][N:30](C(OC(C)(C)C)=O)[C@@H:29]([C:40]([O:42][C:43]([CH3:46])([CH3:45])[CH3:44])=[O:41])[CH2:28]1. (5) Given the product [C:1]([OH:8])(=[O:7])[CH2:2][CH2:3][C:4]([OH:6])=[O:5].[S:11]([O-:15])([O-:14])(=[O:13])=[O:12].[Na+:9].[Na+:9], predict the reactants needed to synthesize it. The reactants are: [C:1]([O-:8])(=[O:7])[CH2:2][CH2:3][C:4]([O-:6])=[O:5].[Na+:9].[Na+].[S:11](=[O:15])(=[O:14])([OH:13])[OH:12].C(O)C.C([O-])(=O)CCC([O-])=O.[Na+].[Na+]. (6) Given the product [C:1]([O:9][CH2:10][CH2:11][CH2:12][CH2:13][CH2:14][CH2:15][CH2:16][CH:17]([CH3:19])[CH3:18])(=[O:8])[C:2]1[CH:7]=[CH:6][CH:5]=[CH:4][CH:3]=1, predict the reactants needed to synthesize it. The reactants are: [C:1]([OH:9])(=[O:8])[C:2]1[CH:7]=[CH:6][CH:5]=[CH:4][CH:3]=1.[CH2:10](O)[CH2:11][CH2:12][CH2:13][CH2:14][CH2:15][CH2:16][CH:17]([CH3:19])[CH3:18].[OH-].[K+].[OH-].[Na+]. (7) Given the product [Cl:1][C:2]1[CH:7]=[C:6]([Cl:8])[CH:5]=[CH:4][C:3]=1[CH:9]([OH:11])[CH3:10], predict the reactants needed to synthesize it. The reactants are: [Cl:1][C:2]1[CH:7]=[C:6]([Cl:8])[CH:5]=[CH:4][C:3]=1[C:9](=[O:11])[CH3:10].[BH4-].[Na+].O. (8) Given the product [C:6]([C:9]1[N:24]=[CH:23][C:12]2[N:13]([CH:20]([CH3:21])[CH3:22])[C:14]3[C:19]([C:11]=2[C:10]=1[CH2:1][CH3:2])=[CH:18][CH:17]=[CH:16][CH:15]=3)([OH:8])=[O:7], predict the reactants needed to synthesize it. The reactants are: [CH2:1]([Li])[CH2:2]CC.[C:6]([C:9]1[N:24]=[CH:23][C:12]2[N:13]([CH:20]([CH3:22])[CH3:21])[C:14]3[C:19]([C:11]=2[CH:10]=1)=[CH:18][CH:17]=[CH:16][CH:15]=3)([OH:8])=[O:7].CC1(C)CCCC(C)(C)N1.CI. (9) Given the product [CH2:1]([C:5]1[N:6]=[C:7]([S:12][CH3:13])[N:8]=[C:9]([N:23]2[CH2:28][CH2:27][O:26][CH2:25][CH2:24]2)[CH:10]=1)[CH2:2][CH:3]=[CH2:4], predict the reactants needed to synthesize it. The reactants are: [CH2:1]([C:5]1[CH:10]=[C:9](Cl)[N:8]=[C:7]([S:12][CH3:13])[N:6]=1)[CH2:2][CH:3]=[CH2:4].CCN(C(C)C)C(C)C.[NH:23]1[CH2:28][CH2:27][O:26][CH2:25][CH2:24]1. (10) Given the product [Cl:1][C:2]1[CH:8]=[C:7]([O:9][C:10]2[C:19]3[C:14](=[CH:15][C:16]([O:22][CH3:23])=[C:17]([O:20][CH3:21])[CH:18]=3)[N:13]=[CH:12][N:11]=2)[CH:6]=[CH:5][C:3]=1[NH:4][C:39](=[O:41])[O:56][CH:54]([C:53]1[CH:57]=[CH:58][CH:59]=[C:51]([F:50])[CH:52]=1)[CH3:55], predict the reactants needed to synthesize it. The reactants are: [Cl:1][C:2]1[CH:8]=[C:7]([O:9][C:10]2[C:19]3[C:14](=[CH:15][C:16]([O:22][CH3:23])=[C:17]([O:20][CH3:21])[CH:18]=3)[N:13]=[CH:12][N:11]=2)[CH:6]=[CH:5][C:3]=1[NH2:4].C1(C)C=CC=CC=1.C(N(CC)CC)C.Cl[C:39](Cl)([O:41]C(=O)OC(Cl)(Cl)Cl)Cl.[F:50][C:51]1[CH:52]=[C:53]([CH:57]=[CH:58][CH:59]=1)[CH:54]([OH:56])[CH3:55].